From a dataset of Reaction yield outcomes from USPTO patents with 853,638 reactions. Predict the reaction yield, written as a fraction of the theoretical maximum amount of product (1.0 means a 100% yield; for example, 0.34 means a 34% yield). (1) The reactants are [OH:1][C@@H:2]1[CH2:6][CH2:5][C@:4]([C:11]2[CH:16]=[CH:15][CH:14]=[CH:13][CH:12]=2)([C:7]([O:9][CH3:10])=[O:8])[CH2:3]1.CC(OI1(OC(C)=O)(OC(C)=O)OC(=O)C2C=CC=CC1=2)=O. The catalyst is ClCCl. The product is [O:1]=[C:2]1[CH2:6][CH2:5][C@:4]([C:11]2[CH:12]=[CH:13][CH:14]=[CH:15][CH:16]=2)([C:7]([O:9][CH3:10])=[O:8])[CH2:3]1. The yield is 0.860. (2) The reactants are C(N1CCN(C2C=CC([NH:20][C:21]3[C:26]([F:27])=[CH:25][N:24]=[C:23](Cl)[N:22]=3)=CC=2)CC1)C1C=CC=CC=1.[CH2:29]1[CH2:39][O:38][C:37]2[CH:36]=[CH:35][C:33]([NH2:34])=[CH:32][C:31]=2[O:30]1. No catalyst specified. The product is [CH2:29]1[CH2:39][O:38][C:37]2[CH:36]=[CH:35][C:33]([NH:34][C:23]3[N:22]=[C:21]([NH2:20])[C:26]([F:27])=[CH:25][N:24]=3)=[CH:32][C:31]=2[O:30]1. The yield is 0.630. (3) The yield is 0.730. The catalyst is CN(C=O)C.Cl[Pd](Cl)([P](C1C=CC=CC=1)(C1C=CC=CC=1)C1C=CC=CC=1)[P](C1C=CC=CC=1)(C1C=CC=CC=1)C1C=CC=CC=1. The product is [F:15][C:14]([F:17])([F:16])[C:11]1[CH:12]=[CH:13][C:8]([C:6]2[N:5]=[CH:4][N:3]=[C:2]([C:23](=[O:25])[CH3:24])[CH:7]=2)=[CH:9][CH:10]=1. The reactants are Cl[C:2]1[CH:7]=[C:6]([C:8]2[CH:13]=[CH:12][C:11]([C:14]([F:17])([F:16])[F:15])=[CH:10][CH:9]=2)[N:5]=[CH:4][N:3]=1.C([Sn](CCCC)(CCCC)[C:23]([O:25]CC)=[CH2:24])CCC. (4) No catalyst specified. The yield is 0.880. The reactants are [CH3:1][N:2]1[CH2:7][CH2:6][N:5]([CH2:8][C:9]2[CH:16]=[CH:15][C:12]([C:13]#N)=[CH:11][CH:10]=2)[CH2:4][CH2:3]1.CC(C[AlH]CC(C)C)C.[O:26]1CCCC1. The product is [CH3:1][N:2]1[CH2:7][CH2:6][N:5]([CH2:8][C:9]2[CH:16]=[CH:15][C:12]([CH:13]=[O:26])=[CH:11][CH:10]=2)[CH2:4][CH2:3]1. (5) The reactants are [CH2:1]([O:3][C:4]([C:6]1[CH:7]=[N:8][C:9](Cl)=[N:10][CH:11]=1)=[O:5])[CH3:2].[CH3:13][C:14]1[N:19]=[CH:18][C:17]([NH2:20])=[CH:16][CH:15]=1. The catalyst is CS(C)=O.C([O-])([O-])=O.[Na+].[Na+]. The product is [CH2:1]([O:3][C:4]([C:6]1[CH:7]=[N:8][C:9]([NH:20][C:17]2[CH:18]=[N:19][C:14]([CH3:13])=[CH:15][CH:16]=2)=[N:10][CH:11]=1)=[O:5])[CH3:2]. The yield is 0.370. (6) The reactants are [OH:1]/[N:2]=[CH:3]/[C:4]1[N:5]2[C:9]([C:10]([C:13]([O:15][CH3:16])=[O:14])=[CH:11][CH:12]=1)=[CH:8][CH:7]=[CH:6]2.[Cl:17][C:18]1[CH:23]=[C:22]([C:24]([C:26]([F:29])([F:28])[F:27])=[CH2:25])[CH:21]=[C:20]([Cl:30])[C:19]=1[Cl:31]. The catalyst is C1COCC1. The product is [Cl:17][C:18]1[CH:23]=[C:22]([C:24]2([C:26]([F:29])([F:28])[F:27])[O:1][N:2]=[C:3]([C:4]3[N:5]4[C:9]([C:10]([C:13]([O:15][CH3:16])=[O:14])=[CH:11][CH:12]=3)=[CH:8][CH:7]=[CH:6]4)[CH2:25]2)[CH:21]=[C:20]([Cl:30])[C:19]=1[Cl:31]. The yield is 0.100. (7) The reactants are [Cl:1][C:2]1[N:7]=[C:6](I)[C:5]([C:9]([F:12])([F:11])[F:10])=[CH:4][CH:3]=1.C([Mg]Cl)(C)C.[F:18][C:19]1[N:30]=[CH:29][CH:28]=[CH:27][C:20]=1[C:21](N(OC)C)=[O:22]. The catalyst is O1CCCC1. The product is [Cl:1][C:2]1[N:7]=[C:6]([C:21]([C:20]2[C:19]([F:18])=[N:30][CH:29]=[CH:28][CH:27]=2)=[O:22])[C:5]([C:9]([F:12])([F:11])[F:10])=[CH:4][CH:3]=1. The yield is 0.610.